From a dataset of Full USPTO retrosynthesis dataset with 1.9M reactions from patents (1976-2016). Predict the reactants needed to synthesize the given product. (1) Given the product [N:6]1([CH2:5][CH2:4][CH2:3][O:12][C:13]2[CH:20]=[CH:19][C:16]([CH:17]=[O:18])=[CH:15][CH:14]=2)[CH2:11][CH2:10][CH2:9][CH2:8][CH2:7]1, predict the reactants needed to synthesize it. The reactants are: Cl.Cl[CH2:3][CH2:4][CH2:5][N:6]1[CH2:11][CH2:10][CH2:9][CH2:8][CH2:7]1.[OH:12][C:13]1[CH:20]=[CH:19][C:16]([CH:17]=[O:18])=[CH:15][CH:14]=1. (2) Given the product [CH:21]1[C:22]2[C:17](=[CH:16][C:15]3[C:10]([C:9]=2[NH2:6])=[CH:11][CH:12]=[CH:13][CH:14]=3)[CH:18]=[CH:19][CH:20]=1, predict the reactants needed to synthesize it. The reactants are: [Sn](Cl)(Cl)(Cl)Cl.[N+:6]([C:9]1[C:10]2[C:15]([CH:16]=[C:17]3[C:22]=1[CH:21]=[CH:20][CH:19]=[CH:18]3)=[CH:14][CH:13]=[CH:12][CH:11]=2)([O-])=O. (3) Given the product [CH3:1][O:2][C:3]([C@@H:4]1[CH2:5][C:6]2[CH:7]=[C:8]3[O:13][CH2:12][C@H:11]([C:14]4[CH:15]=[CH:16][C:17]([O:20][CH2:21][C:22]5[CH:27]=[CH:26][C:25]([Cl:28])=[C:24]([Cl:29])[CH:23]=5)=[CH:18][CH:19]=4)[O:10][C:9]3=[CH:30][C:31]=2[CH2:33][N:32]1[C@H:47]([C:41]1[CH:46]=[CH:45][CH:44]=[CH:43][CH:42]=1)[CH2:48][CH2:49][CH3:50])=[O:40], predict the reactants needed to synthesize it. The reactants are: [CH3:1][O:2][C:3](=[O:40])[C@@H:4]([NH:32][C:33](OC(C)(C)C)=O)[CH2:5][C:6]1[CH:31]=[CH:30][C:9]2[O:10][C@@H:11]([C:14]3[CH:19]=[CH:18][C:17]([O:20][CH2:21][C:22]4[CH:27]=[CH:26][C:25]([Cl:28])=[C:24]([Cl:29])[CH:23]=4)=[CH:16][CH:15]=3)[CH2:12][O:13][C:8]=2[CH:7]=1.[C:41]1([C@H:47](O)[CH2:48][CH2:49][CH3:50])[CH:46]=[CH:45][CH:44]=[CH:43][CH:42]=1.ClC1C=C(C=CC=1Cl)COC1C=CC([C@H]2COC3=CC4C[C@@H](C(O)=O)N([C@H](C5C=CC=CC=5)CCC)CC=4C=C3O2)=CC=1. (4) The reactants are: Cl.Cl.[NH:3]1[C:11]2[C:6](=[CH:7][C:8]([C:12]3[C:20]4[C:15](=[N:16][CH:17]=[N:18][C:19]=4[NH2:21])[N:14]([CH3:22])[N:13]=3)=[CH:9][CH:10]=2)[CH2:5][CH2:4]1.[F:23][C:24]1[C:25]([CH3:34])=[C:26]([CH2:30][C:31](O)=[O:32])[CH:27]=[CH:28][CH:29]=1.CN(C(ON1N=NC2C=CC=NC1=2)=[N+](C)C)C.F[P-](F)(F)(F)(F)F.CCN(C(C)C)C(C)C. Given the product [F:23][C:24]1[C:25]([CH3:34])=[C:26]([CH2:30][C:31]([N:3]2[C:11]3[C:6](=[CH:7][C:8]([C:12]4[C:20]5[C:15](=[N:16][CH:17]=[N:18][C:19]=5[NH2:21])[N:14]([CH3:22])[N:13]=4)=[CH:9][CH:10]=3)[CH2:5][CH2:4]2)=[O:32])[CH:27]=[CH:28][CH:29]=1, predict the reactants needed to synthesize it. (5) Given the product [Br:1][C:2]1[CH:3]=[C:4]([N:22]([C@H:25]2[CH2:26][CH2:27][C@H:28]([N:31]([CH3:32])[CH3:33])[CH2:29][CH2:30]2)[CH2:23][CH3:24])[C:5]([CH3:21])=[C:6]([CH:20]=1)[C:7]([NH:9][CH2:10][C:11]1[C:15](=[O:16])[N:14]([CH3:18])[NH:13][C:12]=1[CH3:19])=[O:8], predict the reactants needed to synthesize it. The reactants are: [Br:1][C:2]1[CH:3]=[C:4]([N:22]([C@H:25]2[CH2:30][CH2:29][C@H:28]([N:31]([CH3:33])[CH3:32])[CH2:27][CH2:26]2)[CH2:23][CH3:24])[C:5]([CH3:21])=[C:6]([CH:20]=1)[C:7]([NH:9][CH2:10][C:11]1[C:12]([CH3:19])=[N:13][N:14]([CH3:18])[C:15]=1[O:16]C)=[O:8]. (6) Given the product [Cl:1][C:2]1[CH:3]=[CH:4][C:5]([F:15])=[C:6]([C:8]2[O:12][N:11]=[C:10]([CH2:13][O:14][S:24]([CH3:23])(=[O:26])=[O:25])[CH:9]=2)[CH:7]=1, predict the reactants needed to synthesize it. The reactants are: [Cl:1][C:2]1[CH:3]=[CH:4][C:5]([F:15])=[C:6]([C:8]2[O:12][N:11]=[C:10]([CH2:13][OH:14])[CH:9]=2)[CH:7]=1.C(N(CC)CC)C.[CH3:23][S:24](Cl)(=[O:26])=[O:25]. (7) Given the product [C:1]([O:9][C@@H:10]1[C@@H:33]([O:34][C:35](=[O:42])[C:36]2[CH:41]=[CH:40][CH:39]=[CH:38][CH:37]=2)[C@H:32]([O:43][C:44](=[O:51])[C:45]2[CH:46]=[CH:47][CH:48]=[CH:49][CH:50]=2)[C@@H:31]([C@@H:52]([CH3:62])[O:53][C:54](=[O:61])[C:55]2[CH:60]=[CH:59][CH:58]=[CH:57][CH:56]=2)[O:30][C@H:11]1[O:12][C:13]1[CH:18]=[C:17]([CH:19]([OH:20])[CH3:63])[CH:16]=[CH:15][C:14]=1[CH2:21][C:22]1[CH:23]=[CH:24][C:25]([O:28][CH3:29])=[CH:26][CH:27]=1)(=[O:8])[C:2]1[CH:3]=[CH:4][CH:5]=[CH:6][CH:7]=1, predict the reactants needed to synthesize it. The reactants are: [C:1]([O:9][C@@H:10]1[C@@H:33]([O:34][C:35](=[O:42])[C:36]2[CH:41]=[CH:40][CH:39]=[CH:38][CH:37]=2)[C@H:32]([O:43][C:44](=[O:51])[C:45]2[CH:50]=[CH:49][CH:48]=[CH:47][CH:46]=2)[C@@H:31]([C@@H:52]([CH3:62])[O:53][C:54](=[O:61])[C:55]2[CH:60]=[CH:59][CH:58]=[CH:57][CH:56]=2)[O:30][C@H:11]1[O:12][C:13]1[CH:18]=[C:17]([CH:19]=[O:20])[CH:16]=[CH:15][C:14]=1[CH2:21][C:22]1[CH:27]=[CH:26][C:25]([O:28][CH3:29])=[CH:24][CH:23]=1)(=[O:8])[C:2]1[CH:7]=[CH:6][CH:5]=[CH:4][CH:3]=1.[CH3:63][Mg]Br.[Cl-].[NH4+].C(OCC)(=O)C.